Predict the reaction yield, written as a fraction of the theoretical maximum amount of product (1.0 means a 100% yield; for example, 0.34 means a 34% yield). From a dataset of Reaction yield outcomes from USPTO patents with 853,638 reactions. (1) The reactants are C([O:5][C:6]([C:8]1[CH:13]=[CH:12][C:11]([C:14]2[C:15]([CH3:56])([CH3:55])[C@H:16]3[C@:29]([CH3:32])([CH2:30][CH:31]=2)[C@@H:28]2[C@:19]([CH3:54])([C@@:20]4([CH3:53])[C@H:25]([CH2:26][CH2:27]2)[C@H:24]2[C@H:33]([C:36]([CH3:38])=[CH2:37])[CH2:34][CH2:35][C@:23]2([CH2:39][NH:40][S:41]([C:44]2[CH:52]=[CH:51][C:47]([C:48]([OH:50])=[O:49])=[CH:46][CH:45]=2)(=[O:43])=[O:42])[CH2:22][CH2:21]4)[CH2:18][CH2:17]3)=[CH:10][CH:9]=1)=[O:7])(C)(C)C.CO. The catalyst is O1CCOCC1.O. The product is [C:6]([C:8]1[CH:13]=[CH:12][C:11]([C:14]2[C:15]([CH3:56])([CH3:55])[C@H:16]3[C@:29]([CH3:32])([CH2:30][CH:31]=2)[C@@H:28]2[C@:19]([CH3:54])([C@@:20]4([CH3:53])[C@H:25]([CH2:26][CH2:27]2)[C@H:24]2[C@H:33]([C:36]([CH3:38])=[CH2:37])[CH2:34][CH2:35][C@:23]2([CH2:39][NH:40][S:41]([C:44]2[CH:52]=[CH:51][C:47]([C:48]([OH:50])=[O:49])=[CH:46][CH:45]=2)(=[O:42])=[O:43])[CH2:22][CH2:21]4)[CH2:18][CH2:17]3)=[CH:10][CH:9]=1)([OH:7])=[O:5]. The yield is 0.184. (2) The product is [CH2:1]([O:8][C:9]([C@:11]1([C:25]2([OH:29])[CH2:28][CH2:27][CH2:26]2)[CH2:15][C@H:14]([N:16]([C:41](=[O:42])[C:40]([F:51])([F:50])[F:39])[C@@H:17]2[C@H:22]([O:23][CH3:24])[CH2:21][O:20][CH2:19][CH2:18]2)[CH:13]=[CH:12]1)=[O:10])[C:2]1[CH:3]=[CH:4][CH:5]=[CH:6][CH:7]=1. The catalyst is ClCCl. The reactants are [CH2:1]([O:8][C:9]([C@:11]1([C:25]2([OH:29])[CH2:28][CH2:27][CH2:26]2)[CH2:15][C@H:14]([NH:16][C@@H:17]2[C@H:22]([O:23][CH3:24])[CH2:21][O:20][CH2:19][CH2:18]2)[CH:13]=[CH:12]1)=[O:10])[C:2]1[CH:7]=[CH:6][CH:5]=[CH:4][CH:3]=1.C(N(C(C)C)CC)(C)C.[F:39][C:40]([F:51])([F:50])[C:41](O[C:41](=[O:42])[C:40]([F:51])([F:50])[F:39])=[O:42].C([O-])(=O)CC(CC([O-])=O)(C([O-])=O)O.[Na+].[Na+].[Na+]. The yield is 1.11. (3) The reactants are [Br:1][C:2]1[CH:3]=[C:4]2[C:15](=[CH:16][CH:17]=1)[O:14][C:7]1[C:8]([F:13])=[N:9][C:10]([Cl:12])=[CH:11][C:6]=1[C:5]2([CH2:25][C:26](OC(C)(C)C)=[O:27])[NH:18][S:19]([C:21]([CH3:24])([CH3:23])[CH3:22])=[O:20].[H-].C([Al+]CC(C)C)C(C)C. The catalyst is C1COCC1. The product is [Br:1][C:2]1[CH:3]=[C:4]2[C:15](=[CH:16][CH:17]=1)[O:14][C:7]1[C:8]([F:13])=[N:9][C:10]([Cl:12])=[CH:11][C:6]=1[C:5]2([NH:18][S:19]([C:21]([CH3:24])([CH3:23])[CH3:22])=[O:20])[CH2:25][CH2:26][OH:27]. The yield is 0.890. (4) The reactants are CS[C:3]1[N:8]=[CH:7][N:6]([CH2:9][C:10]2[S:11][C:12]([C:15]([F:18])([F:17])[F:16])=[CH:13][CH:14]=2)[C:5](=[O:19])[N:4]=1.Cl.[F:21][CH:22]([F:34])[O:23][C:24]1[CH:25]=[C:26]2[C:31](=[CH:32][CH:33]=1)[CH2:30][NH:29][CH2:28][CH2:27]2.C(N(CC)C(C)C)(C)C. The catalyst is O1CCOCC1. The product is [F:34][CH:22]([F:21])[O:23][C:24]1[CH:25]=[C:26]2[C:31](=[CH:32][CH:33]=1)[CH2:30][N:29]([C:3]1[N:8]=[CH:7][N:6]([CH2:9][C:10]3[S:11][C:12]([C:15]([F:18])([F:17])[F:16])=[CH:13][CH:14]=3)[C:5](=[O:19])[N:4]=1)[CH2:28][CH2:27]2. The yield is 0.750. (5) The product is [Cl:1][C:2]1[CH:10]=[C:6]([C:7]([O:9][CH3:12])=[O:8])[C:5]([NH2:11])=[CH:4][CH:3]=1. The catalyst is CC(C)=O. The reactants are [Cl:1][C:2]1[CH:10]=[C:6]([C:7]([OH:9])=[O:8])[C:5]([NH2:11])=[CH:4][CH:3]=1.[CH3:12]OS(OC)(=O)=O.C([O-])([O-])=O.[K+].[K+]. The yield is 0.960.